From a dataset of Hepatocyte clearance measurements from AstraZeneca. Regression/Classification. Given a drug SMILES string, predict its absorption, distribution, metabolism, or excretion properties. Task type varies by dataset: regression for continuous measurements (e.g., permeability, clearance, half-life) or binary classification for categorical outcomes (e.g., BBB penetration, CYP inhibition). For this dataset (clearance_hepatocyte_az), we predict log10(clearance) (log10 of the in vitro intrinsic clearance, CLint, in uL/min per 10^6 hepatocytes; values are censored to the assay range of 3 to 150, which is 0.477 to 2.18 on this log10 scale). The drug is O=C(Nc1ccccc1F)NC1N=C(c2ccccc2)c2ccccc2NC1=O. The log10(clearance) is 1.21.